Task: Binary Classification. Given a T-cell receptor sequence (or CDR3 region) and an epitope sequence, predict whether binding occurs between them.. Dataset: TCR-epitope binding with 47,182 pairs between 192 epitopes and 23,139 TCRs (1) The epitope is CINGVCWTV. The TCR CDR3 sequence is CASSQGGDTEAFF. Result: 1 (the TCR binds to the epitope). (2) The epitope is TPINLVRDL. The TCR CDR3 sequence is CASSRILGADGYTF. Result: 1 (the TCR binds to the epitope). (3) The epitope is KLFIRQEEV. The TCR CDR3 sequence is CASSPGVGNTDTQYF. Result: 1 (the TCR binds to the epitope). (4) Result: 0 (the TCR does not bind to the epitope). The TCR CDR3 sequence is CASSLQPSGRGTDTQYF. The epitope is KLWAQCVQL. (5) The epitope is ILHCANFNV. The TCR CDR3 sequence is CASSLWAEDYEQYF. Result: 1 (the TCR binds to the epitope). (6) The epitope is KTSVDCTMYI. The TCR CDR3 sequence is CASSQAGTPAYEQYF. Result: 0 (the TCR does not bind to the epitope). (7) The epitope is TLVPQEHYV. The TCR CDR3 sequence is CASSGNEGGSKFF. Result: 0 (the TCR does not bind to the epitope). (8) The epitope is TFYLTNDVSFL. The TCR CDR3 sequence is CASSPGTGNYEAFF. Result: 1 (the TCR binds to the epitope). (9) The epitope is FLYALALLL. The TCR CDR3 sequence is CASSPDRVKTQYF. Result: 0 (the TCR does not bind to the epitope).